The task is: Predict the reactants needed to synthesize the given product.. This data is from Full USPTO retrosynthesis dataset with 1.9M reactions from patents (1976-2016). (1) Given the product [CH2:19]([N:27]1[C:9](=[O:17])[C:10]2[C:11](=[CH:13][CH:14]=[CH:15][CH:16]=2)[N:12]=[C:7]1[C:4]1[CH:3]=[CH:2][C:1]([CH3:18])=[CH:6][CH:5]=1)[CH2:20][C:21]1[CH:26]=[CH:25][CH:24]=[CH:23][CH:22]=1, predict the reactants needed to synthesize it. The reactants are: [C:1]1([CH3:18])[CH:6]=[CH:5][C:4]([C:7]2O[C:9](=[O:17])[C:10]3[CH:16]=[CH:15][CH:14]=[CH:13][C:11]=3[N:12]=2)=[CH:3][CH:2]=1.[CH2:19]([NH2:27])[CH2:20][C:21]1[CH:26]=[CH:25][CH:24]=[CH:23][CH:22]=1. (2) Given the product [Br:1][C:2]1[CH:10]=[CH:9][C:5]([CH2:6][OH:7])=[C:4]([OH:11])[CH:3]=1, predict the reactants needed to synthesize it. The reactants are: [Br:1][C:2]1[CH:10]=[CH:9][C:5]([C:6](O)=[O:7])=[C:4]([OH:11])[CH:3]=1.B.